This data is from Reaction yield outcomes from USPTO patents with 853,638 reactions. The task is: Predict the reaction yield, written as a fraction of the theoretical maximum amount of product (1.0 means a 100% yield; for example, 0.34 means a 34% yield). (1) The reactants are [Cl:1][C:2]1[S:6][C:5]([S:7]([NH:10][CH:11]([C:23]([OH:25])=[O:24])[CH:12]([CH2:18][C:19]([F:22])([F:21])[F:20])[CH2:13][C:14]([F:17])([F:16])[F:15])(=[O:9])=[O:8])=[CH:4][CH:3]=1.[Si](C=[N+]=[N-])(C)(C)[CH3:27]. The catalyst is C(Cl)Cl.CO. The product is [Cl:1][C:2]1[S:6][C:5]([S:7]([NH:10][CH:11]([C:23]([O:25][CH3:27])=[O:24])[CH:12]([CH2:13][C:14]([F:16])([F:17])[F:15])[CH2:18][C:19]([F:22])([F:21])[F:20])(=[O:8])=[O:9])=[CH:4][CH:3]=1. The yield is 0.373. (2) The product is [OH:6][CH:5]([CH2:4][OH:3])[CH2:7][CH2:8][O:9][C:10]1[CH:17]=[C:16]([F:18])[CH:15]=[C:14]([NH:19][C:20]2[CH:25]=[CH:24][C:23]([I:26])=[CH:22][C:21]=2[F:27])[C:11]=1[C:12]#[N:13]. The catalyst is C(#N)C. The reactants are CC1(C)[O:6][CH:5]([CH2:7][CH2:8][O:9][C:10]2[CH:17]=[C:16]([F:18])[CH:15]=[C:14]([NH:19][C:20]3[CH:25]=[CH:24][C:23]([I:26])=[CH:22][C:21]=3[F:27])[C:11]=2[C:12]#[N:13])[CH2:4][O:3]1.Cl. The yield is 0.900. (3) The reactants are [C:1]([C:4]1[O:8][N:7]=[C:6]([C:9]([OH:11])=O)[CH:5]=1)(=[O:3])[CH3:2].[NH2:12][C@@H:13]([CH3:29])[CH2:14][N:15]1[CH:19]=[CH:18][C:17]([C:20]2[CH:27]=[CH:26][C:23]([C:24]#[N:25])=[C:22]([Cl:28])[CH:21]=2)=[N:16]1. No catalyst specified. The product is [C:1]([C:4]1[O:8][N:7]=[C:6]([C:9]([NH:12][C@@H:13]([CH3:29])[CH2:14][N:15]2[CH:19]=[CH:18][C:17]([C:20]3[CH:27]=[CH:26][C:23]([C:24]#[N:25])=[C:22]([Cl:28])[CH:21]=3)=[N:16]2)=[O:11])[CH:5]=1)(=[O:3])[CH3:2]. The yield is 0.305. (4) The reactants are [C:1]([O:5][C:6]([N:8]1[CH2:13][CH:12]=[C:11]([C:14]2[S:15][CH:16]=[CH:17][N:18]=2)[CH2:10][CH2:9]1)=[O:7])([CH3:4])([CH3:3])[CH3:2]. The catalyst is [Ni].CCO. The product is [C:1]([O:5][C:6]([N:8]1[CH2:9][CH2:10][CH:11]([C:14]2[S:15][CH:16]=[CH:17][N:18]=2)[CH2:12][CH2:13]1)=[O:7])([CH3:4])([CH3:2])[CH3:3]. The yield is 0.930. (5) The reactants are [CH3:1][O:2][C:3]1[C:12]([NH:13][C:14]([O:16][CH2:17][CH:18]=[CH2:19])=[O:15])=[CH:11][CH:10]=[CH:9][C:4]=1[C:5]([O:7]C)=O.[Li+].C[Si]([N-][Si](C)(C)C)(C)C.[Cl:30][C:31]1[N:36]=[C:35]([CH3:37])[CH:34]=[CH:33][N:32]=1. The catalyst is C1COCC1. The product is [CH2:17]([O:16][C:14](=[O:15])[NH:13][C:12]1[CH:11]=[CH:10][CH:9]=[C:4]([C:5](=[O:7])[CH2:37][C:35]2[CH:34]=[CH:33][N:32]=[C:31]([Cl:30])[N:36]=2)[C:3]=1[O:2][CH3:1])[CH:18]=[CH2:19]. The yield is 0.678. (6) The reactants are [CH2:1]([N:3]([CH2:38][CH3:39])[S:4]([CH2:7][CH:8]1[CH2:12][CH:11]([C:13]([NH:15][NH:16][C:17]2[N:18]=[C:19]3[CH:25]=[CH:24][N:23](S(C4C=CC(C)=CC=4)(=O)=O)[C:20]3=[N:21][CH:22]=2)=O)[CH:10]([CH2:36][CH3:37])[CH2:9]1)(=[O:6])=[O:5])[CH3:2].O=S(Cl)Cl.CCO. The catalyst is O1CCOCC1.C([O-])([O-])=O.[Na+].[Na+]. The product is [CH2:1]([N:3]([CH2:38][CH3:39])[S:4]([CH2:7][CH:8]1[CH2:12][CH:11]([C:13]2[N:18]3[C:19]4[CH:25]=[CH:24][NH:23][C:20]=4[N:21]=[CH:22][C:17]3=[N:16][N:15]=2)[CH:10]([CH2:36][CH3:37])[CH2:9]1)(=[O:6])=[O:5])[CH3:2]. The yield is 0.580. (7) The reactants are Br[C:2]1[CH:3]=[C:4]2[C:8](=[CH:9][CH:10]=1)[NH:7][C:6](=[O:11])[C:5]2([CH3:13])[CH3:12].[Cl:14][C:15]1[CH:16]=[C:17](B(O)O)[CH:18]=[CH:19][CH:20]=1.C(=O)([O-])[O-].[K+].[K+]. The catalyst is C(COC)OC.O.[Cl-].[NH4+].C1C=CC([P]([Pd]([P](C2C=CC=CC=2)(C2C=CC=CC=2)C2C=CC=CC=2)([P](C2C=CC=CC=2)(C2C=CC=CC=2)C2C=CC=CC=2)[P](C2C=CC=CC=2)(C2C=CC=CC=2)C2C=CC=CC=2)(C2C=CC=CC=2)C2C=CC=CC=2)=CC=1. The product is [Cl:14][C:15]1[CH:20]=[C:19]([C:2]2[CH:3]=[C:4]3[C:8](=[CH:9][CH:10]=2)[NH:7][C:6](=[O:11])[C:5]3([CH3:13])[CH3:12])[CH:18]=[CH:17][CH:16]=1. The yield is 0.250.